Task: Predict the reaction yield, written as a fraction of the theoretical maximum amount of product (1.0 means a 100% yield; for example, 0.34 means a 34% yield).. Dataset: Reaction yield outcomes from USPTO patents with 853,638 reactions (1) The reactants are [C:1]([NH:8][C@H:9]([C:11](N)=O)[CH3:10])([O:3][C:4]([CH3:7])([CH3:6])[CH3:5])=[O:2].F[B-](F)(F)F.C([O+](CC)CC)C.[F:26][C:27]1[CH:28]=[C:29]([NH:34][C:35]2[CH:39]=[CH:38][N:37]([CH3:40])[N:36]=2)[C:30]([NH2:33])=[CH:31][CH:32]=1. The catalyst is C(Cl)Cl.CCO. The product is [C:4]([O:3][C:1](=[O:2])[NH:8][C@H:9]([C:10]1[N:34]([C:35]2[CH:39]=[CH:38][N:37]([CH3:40])[N:36]=2)[C:29]2[CH:28]=[C:27]([F:26])[CH:32]=[CH:31][C:30]=2[N:33]=1)[CH3:11])([CH3:7])([CH3:6])[CH3:5]. The yield is 0.310. (2) The reactants are Cl[C:2]1[CH:7]=[C:6]([N:8]2[CH2:13][CH2:12][N:11]([CH3:14])[CH2:10][CH2:9]2)[N:5]=[C:4]([NH2:15])[N:3]=1.[CH:16]1([NH2:22])[CH2:21][CH2:20][CH2:19][CH2:18][CH2:17]1. No catalyst specified. The product is [CH:16]1([NH:22][C:2]2[CH:7]=[C:6]([N:8]3[CH2:13][CH2:12][N:11]([CH3:14])[CH2:10][CH2:9]3)[N:5]=[C:4]([NH2:15])[N:3]=2)[CH2:21][CH2:20][CH2:19][CH2:18][CH2:17]1. The yield is 0.420. (3) The reactants are [Cl:1][C:2]1[N:3]=[C:4](Cl)[C:5]2[CH2:10][CH2:9][CH:8]([C:11]3[CH:16]=[CH:15][CH:14]=[CH:13][CH:12]=3)[C:6]=2[N:7]=1.[CH3:18][NH2:19]. The catalyst is C1COCC1. The product is [Cl:1][C:2]1[N:3]=[C:4]([NH:19][CH3:18])[C:5]2[CH2:10][CH2:9][CH:8]([C:11]3[CH:16]=[CH:15][CH:14]=[CH:13][CH:12]=3)[C:6]=2[N:7]=1. The yield is 0.691. (4) The reactants are [Cl:1][C:2]1[CH:3]=[CH:4][C:5]([CH2:9][CH:10]([O:13][CH3:14])[O:11][CH3:12])=[C:6]([NH2:8])[CH:7]=1.[C:15]([O:19][C:20]([N:22]1[CH2:27][CH2:26][C:25](=O)[CH2:24][CH2:23]1)=[O:21])([CH3:18])([CH3:17])[CH3:16].C(O[BH-](OC(=O)C)OC(=O)C)(=O)C.[Na+]. The catalyst is C(O)(=O)C. The product is [C:15]([O:19][C:20]([N:22]1[CH2:27][CH2:26][CH:25]([NH:8][C:6]2[CH:7]=[C:2]([Cl:1])[CH:3]=[CH:4][C:5]=2[CH2:9][CH:10]([O:13][CH3:14])[O:11][CH3:12])[CH2:24][CH2:23]1)=[O:21])([CH3:18])([CH3:16])[CH3:17]. The yield is 0.710. (5) The reactants are [C:1]([N:8]([CH2:37][CH3:38])[C:9]([NH:11][C:12]1[NH:16][C:15]2[C:17]([C@H:32]3[CH2:36][CH2:35][CH2:34][O:33]3)=[C:18]([F:31])[C:19]([C:21]3[CH:22]=[N:23][C:24]([C:27]([OH:30])([CH3:29])[CH3:28])=[N:25][CH:26]=3)=[CH:20][C:14]=2[N:13]=1)=[O:10])([O:3][C:4]([CH3:7])([CH3:6])[CH3:5])=[O:2].N1C=NN=N1.CC(N([P:51]([O:60][CH2:61][C:62]1[CH:67]=[CH:66][CH:65]=[CH:64][CH:63]=1)[O:52]CC1C=CC=CC=1)C(C)C)C.C1C=C(Cl)C=C(C(OO)=[O:76])C=1. The catalyst is C(Cl)Cl. The product is [CH2:61]([O:60][P:51]([OH:52])([O:33][CH2:32][C:17]1[CH:15]=[CH:14][CH:20]=[CH:19][CH:18]=1)=[O:76])[C:62]1[CH:63]=[CH:64][CH:65]=[CH:66][CH:67]=1.[C:1]([N:8]([CH2:37][CH3:38])[C:9]([NH:11][C:12]1[NH:16][C:15]2[C:17]([C@H:32]3[CH2:36][CH2:35][CH2:34][O:33]3)=[C:18]([F:31])[C:19]([C:21]3[CH:22]=[N:23][C:24]([C:27]([OH:30])([CH3:28])[CH3:29])=[N:25][CH:26]=3)=[CH:20][C:14]=2[N:13]=1)=[O:10])([O:3][C:4]([CH3:7])([CH3:5])[CH3:6])=[O:2]. The yield is 0.641.